Dataset: Forward reaction prediction with 1.9M reactions from USPTO patents (1976-2016). Task: Predict the product of the given reaction. (1) Given the reactants [CH3:1][O:2][C:3]1[CH:4]=[CH:5][C:6]([C:9]2[C:18](=[O:19])[C:17]3[CH:16]=[CH:15][C:14]([OH:20])=[CH:13][C:12]=3[O:11][CH:10]=2)=[CH:7][CH:8]=1.C([O-])([O-])=O.[K+].[K+].[C:27](Cl)(=[O:32])[C:28]([CH3:31])([CH3:30])[CH3:29], predict the reaction product. The product is: [CH3:1][O:2][C:3]1[CH:8]=[CH:7][C:6]([C:9]2[C:18](=[O:19])[C:17]3[CH:16]=[CH:15][C:14]([O:20][C:27](=[O:32])[C:28]([CH3:31])([CH3:30])[CH3:29])=[CH:13][C:12]=3[O:11][CH:10]=2)=[CH:5][CH:4]=1. (2) Given the reactants Br[C:2]1[CH:15]=[CH:14][C:13]2[C:4](=[C:5]([C:26]3[CH:35]=[CH:34][C:33]4[C:28](=CC=CC=4)[CH:27]=3)[C:6]3[C:11]([C:12]=2[C:16]2[CH:25]=[CH:24][C:23]4[C:18](=CC=CC=4)[CH:17]=2)=[CH:10][CH:9]=[CH:8][CH:7]=3)[CH:3]=1.C([Li])CCC.C[O:42][B:43]([O:46]C)OC, predict the reaction product. The product is: [C:26]1([C:5]2[C:6]3[C:11]([C:12]([C:16]4[CH:17]=[CH:18][CH:23]=[CH:24][CH:25]=4)=[C:13]4[C:4]=2[CH:3]=[C:2]([B:43]([OH:46])[OH:42])[CH:15]=[CH:14]4)=[CH:10][CH:9]=[CH:8][CH:7]=3)[CH:35]=[CH:34][CH:33]=[CH:28][CH:27]=1. (3) The product is: [O:12]=[C:7]1[NH:8][C:9]2[N:10]=[CH:11][C:2](/[CH:15]=[CH:14]/[C:13]([O:17][C:18]([CH3:21])([CH3:20])[CH3:19])=[O:16])=[CH:3][C:4]=2[CH2:5][CH2:6]1. Given the reactants Br[C:2]1[CH:3]=[C:4]2[C:9](=[N:10][CH:11]=1)[NH:8][C:7](=[O:12])[CH2:6][CH2:5]2.[C:13]([O:17][C:18]([CH3:21])([CH3:20])[CH3:19])(=[O:16])[CH:14]=[CH2:15].CCN(C(C)C)C(C)C.CC1C=CC=CC=1P(C1C=CC=CC=1C)C1C=CC=CC=1C, predict the reaction product.